Dataset: Forward reaction prediction with 1.9M reactions from USPTO patents (1976-2016). Task: Predict the product of the given reaction. (1) Given the reactants Cl.[C:2]([N:6]1[CH2:11][CH:10]=[C:9]([C:12]2[CH:13]=[C:14]([C:31]3[CH:36]=[CH:35][CH:34]=[CH:33][C:32]=3[Cl:37])[N:15]3[C:20]([CH:21]=2)=[C:19]([C:22]2[C:27]([Cl:28])=[CH:26][CH:25]=[CH:24][C:23]=2[Cl:29])[C:18](=[O:30])[CH:17]=[CH:16]3)[CH2:8][CH2:7]1)([CH3:5])([CH3:4])[CH3:3], predict the reaction product. The product is: [C:2]([N:6]1[CH2:11][CH2:10][CH:9]([C:12]2[CH:13]=[C:14]([C:31]3[CH:36]=[CH:35][CH:34]=[CH:33][C:32]=3[Cl:37])[N:15]3[C:20]([CH:21]=2)=[C:19]([C:22]2[C:27]([Cl:28])=[CH:26][CH:25]=[CH:24][C:23]=2[Cl:29])[C:18](=[O:30])[CH:17]=[CH:16]3)[CH2:8][CH2:7]1)([CH3:5])([CH3:3])[CH3:4]. (2) Given the reactants F[C:2](F)(F)[C:3](O)=[O:4].Br[C:9]1[CH:14]=[C:13]([O:15][C:16]([F:19])([F:18])[F:17])[CH:12]=[C:11]([O:20][CH3:21])[CH:10]=1.C(OC(=O)C)(=O)C.Cl, predict the reaction product. The product is: [CH3:21][O:20][C:11]1[CH:10]=[C:9]([C:3](=[O:4])[CH3:2])[CH:14]=[C:13]([O:15][C:16]([F:19])([F:18])[F:17])[CH:12]=1.